From a dataset of Peptide-MHC class I binding affinity with 185,985 pairs from IEDB/IMGT. Regression. Given a peptide amino acid sequence and an MHC pseudo amino acid sequence, predict their binding affinity value. This is MHC class I binding data. The peptide sequence is VGYYFGYL. The MHC is H-2-Kb with pseudo-sequence H-2-Kb. The binding affinity (normalized) is 1.00.